This data is from Full USPTO retrosynthesis dataset with 1.9M reactions from patents (1976-2016). The task is: Predict the reactants needed to synthesize the given product. Given the product [N+:27]([C:24]1[CH:23]=[CH:22][C:21]([C@H:10]2[C@@H:9]([CH:8]([OH:32])[CH3:7])[CH2:14][CH2:13][C@@H:12]([C:15]3[CH:16]=[CH:17][CH:18]=[CH:19][CH:20]=3)[O:11]2)=[CH:26][CH:25]=1)([O-:29])=[O:28], predict the reactants needed to synthesize it. The reactants are: FC(F)(F)S(O[CH2:7]/[CH:8]=[C:9]1/[CH:10]([C:21]2[CH:26]=[CH:25][C:24]([N+:27]([O-:29])=[O:28])=[CH:23][CH:22]=2)[O:11][CH:12]([C:15]2[CH:20]=[CH:19][CH:18]=[CH:17][CH:16]=2)[CH2:13][CH2:14]/1)(=O)=O.[O:32]1CCOCC1.CO.[OH-].[Na+].